This data is from Reaction yield outcomes from USPTO patents with 853,638 reactions. The task is: Predict the reaction yield, written as a fraction of the theoretical maximum amount of product (1.0 means a 100% yield; for example, 0.34 means a 34% yield). (1) The yield is 0.890. The product is [Br-:1].[Cl:12][C:10]1[C:11]2=[C:3]([CH2:2][N+:15]([CH2:18][CH3:19])([CH2:16][CH3:17])[CH2:14][CH3:13])[CH:4]=[CH:5][N:6]2[N:7]=[CH:8][N:9]=1. The catalyst is C1COCC1. The reactants are [Br:1][CH2:2][C:3]1[CH:4]=[CH:5][N:6]2[C:11]=1[C:10]([Cl:12])=[N:9][CH:8]=[N:7]2.[CH3:13][CH2:14][N:15]([CH2:18][CH3:19])[CH2:16][CH3:17]. (2) The product is [Cl:3][CH2:23][C:19]1[CH:20]=[C:21]2[N:22]=[C:14]([C:9]3[CH:10]=[CH:11][CH:12]=[CH:13][C:8]=3[N+:5]([O-:7])=[O:6])[S:15][C:16]2=[N:17][CH:18]=1. The yield is 0.940. The reactants are S(Cl)([Cl:3])=O.[N+:5]([C:8]1[CH:13]=[CH:12][CH:11]=[CH:10][C:9]=1[C:14]1[S:15][C:16]2[C:21]([N:22]=1)=[CH:20][C:19]([CH2:23]O)=[CH:18][N:17]=2)([O-:7])=[O:6].CN(C=O)C. The catalyst is C(Cl)Cl. (3) The reactants are [CH3:1][C:2]([CH3:4])=O.[Cl:5][C:6]1[CH:7]=[CH:8][C:9]([S:33]([CH2:36][CH3:37])(=[O:35])=[O:34])=[C:10]([CH:32]=1)[CH2:11][NH:12][C:13](=[O:31])[C:14]1[CH:19]=[CH:18][C:17]([CH2:20][N:21]2[CH2:26][CH2:25][NH:24][CH2:23][CH2:22]2)=[C:16]([C:27]([F:30])([F:29])[F:28])[CH:15]=1.C(O[BH-](OC(=O)C)OC(=O)C)(=O)C.[Na+]. The catalyst is C1COCC1.C(OCC)(=O)C. The product is [Cl:5][C:6]1[CH:7]=[CH:8][C:9]([S:33]([CH2:36][CH3:37])(=[O:34])=[O:35])=[C:10]([CH:32]=1)[CH2:11][NH:12][C:13](=[O:31])[C:14]1[CH:19]=[CH:18][C:17]([CH2:20][N:21]2[CH2:26][CH2:25][N:24]([CH:2]([CH3:4])[CH3:1])[CH2:23][CH2:22]2)=[C:16]([C:27]([F:28])([F:30])[F:29])[CH:15]=1. The yield is 0.660. (4) The reactants are ClC1C=CC(C(=C2CCN(S(C3C(C)=NNC=3C)(=O)=O)CC2)C(OC)=O)=CC=1.[CH3:29][C:30]1[C:34]([S:35](Cl)(=[O:37])=[O:36])=[C:33]([CH3:39])[NH:32][N:31]=1.Cl.[Cl:41][C:42]1[CH:43]=[C:44]([C:49]([F:56])=[C:50]2[CH2:55][CH2:54][NH:53][CH2:52][CH2:51]2)[CH:45]=[CH:46][C:47]=1[F:48]. The yield is 0.420. No catalyst specified. The product is [Cl:41][C:42]1[CH:43]=[C:44]([C:49]([F:56])=[C:50]2[CH2:51][CH2:52][N:53]([S:35]([C:34]3[C:33]([CH3:39])=[N:32][NH:31][C:30]=3[CH3:29])(=[O:37])=[O:36])[CH2:54][CH2:55]2)[CH:45]=[CH:46][C:47]=1[F:48].